Dataset: Full USPTO retrosynthesis dataset with 1.9M reactions from patents (1976-2016). Task: Predict the reactants needed to synthesize the given product. (1) Given the product [C:3]1([C:1]#[C:2][C:10]2[CH:15]=[CH:14][C:13]([C@@H:16]3[CH2:18][C@H:17]3[C:19]([OH:21])=[O:20])=[CH:12][CH:11]=2)[CH:8]=[CH:7][CH:6]=[CH:5][CH:4]=1, predict the reactants needed to synthesize it. The reactants are: [C:1]([C:3]1[CH:8]=[CH:7][CH:6]=[CH:5][CH:4]=1)#[CH:2].I[C:10]1[CH:15]=[CH:14][C:13]([C@@H:16]2[CH2:18][C@H:17]2[C:19]([OH:21])=[O:20])=[CH:12][CH:11]=1. (2) The reactants are: F[C:2]1[C:7]([C:8]([OH:10])=[O:9])=[CH:6][C:5]([CH3:11])=[N:4][CH:3]=1.[F:12][C:13]1[CH:19]=[C:18]([I:20])[CH:17]=[CH:16][C:14]=1[NH2:15].C[Si]([N-][Si](C)(C)C)(C)C.[Li+]. Given the product [F:12][C:13]1[CH:19]=[C:18]([I:20])[CH:17]=[CH:16][C:14]=1[NH:15][C:2]1[C:7]([C:8]([OH:10])=[O:9])=[CH:6][C:5]([CH3:11])=[N:4][CH:3]=1, predict the reactants needed to synthesize it. (3) Given the product [C:1]([C:3]1[CH:4]=[C:5]([CH2:16][NH:17][C:18]2[C:19]([F:32])=[C:20]([CH:28]=[CH:29][C:30]=2[F:31])[O:21][CH2:22][C:23]([OH:25])=[O:24])[CH:6]=[C:7]([C:9]2[CH:14]=[CH:13][CH:12]=[C:11]([F:15])[CH:10]=2)[CH:8]=1)#[N:2], predict the reactants needed to synthesize it. The reactants are: [C:1]([C:3]1[CH:4]=[C:5]([CH2:16][NH:17][C:18]2[C:19]([F:32])=[C:20]([CH:28]=[CH:29][C:30]=2[F:31])[O:21][CH2:22][C:23]([O:25]CC)=[O:24])[CH:6]=[C:7]([C:9]2[CH:14]=[CH:13][CH:12]=[C:11]([F:15])[CH:10]=2)[CH:8]=1)#[N:2].O.O[Li].O. (4) Given the product [C:1]([C:3]1[CH:4]=[C:5]([C:13]2[O:17][N:16]=[C:15]([C:18]3[CH:19]=[C:20]4[C:24](=[CH:25][C:26]=3[CH3:27])[N:23]([CH2:28][CH2:29][CH2:30][C:31]([OH:33])=[O:32])[N:22]=[CH:21]4)[N:14]=2)[CH:6]=[CH:7][C:8]=1[O:9][CH:10]([CH3:12])[CH3:11])#[N:2], predict the reactants needed to synthesize it. The reactants are: [C:1]([C:3]1[CH:4]=[C:5]([C:13]2[O:17][N:16]=[C:15]([C:18]3[CH:19]=[C:20]4[C:24](=[CH:25][C:26]=3[CH3:27])[N:23]([CH2:28][CH2:29][CH2:30][C:31]([O:33]CC)=[O:32])[N:22]=[CH:21]4)[N:14]=2)[CH:6]=[CH:7][C:8]=1[O:9][CH:10]([CH3:12])[CH3:11])#[N:2].[OH-].[Na+].CO.Cl. (5) Given the product [CH3:21][C:18]1[S:19][CH:20]=[C:16]([C:5]#[C:4][CH2:3][CH2:2][C:1]([O:7][C:8]2[CH:13]=[CH:12][CH:11]=[CH:10][C:9]=2[Cl:14])=[O:6])[N:17]=1, predict the reactants needed to synthesize it. The reactants are: [C:1]([O:7][C:8]1[CH:13]=[CH:12][CH:11]=[CH:10][C:9]=1[Cl:14])(=[O:6])[CH2:2][CH2:3][C:4]#[CH:5].I[C:16]1[N:17]=[C:18]([CH3:21])[S:19][CH:20]=1. (6) The reactants are: C([N:8]1[CH2:12][C@H:11]([CH2:13][C:14]2[CH:19]=[CH:18][CH:17]=[C:16]([CH:20]([CH3:22])[CH3:21])[CH:15]=2)[C@@H:10]([C:23]#[N:24])[CH2:9]1)C1C=CC=CC=1.ClC(OC(Cl)=O)C. Given the product [CH:20]([C:16]1[CH:15]=[C:14]([CH:19]=[CH:18][CH:17]=1)[CH2:13][C@H:11]1[CH2:12][NH:8][CH2:9][C@@H:10]1[C:23]#[N:24])([CH3:22])[CH3:21], predict the reactants needed to synthesize it.